This data is from Catalyst prediction with 721,799 reactions and 888 catalyst types from USPTO. The task is: Predict which catalyst facilitates the given reaction. (1) Reactant: [CH2:1]([O:8][C:9]1[CH:14]=[CH:13][C:12]([CH:15]([C:20]#[N:21])[CH2:16][C:17]([OH:19])=[O:18])=[C:11]([O:22][CH3:23])[CH:10]=1)[C:2]1[CH:7]=[CH:6][CH:5]=[CH:4][CH:3]=1.[CH3:24]S(O)(=O)=O. Product: [CH2:1]([O:8][C:9]1[CH:14]=[CH:13][C:12]([CH:15]([C:20]#[N:21])[CH2:16][C:17]([O:19][CH3:24])=[O:18])=[C:11]([O:22][CH3:23])[CH:10]=1)[C:2]1[CH:3]=[CH:4][CH:5]=[CH:6][CH:7]=1. The catalyst class is: 5. (2) Reactant: [CH2:1]([N:8]1[CH2:16][CH2:15][CH:11]([C:12]([NH2:14])=O)[CH2:10][CH2:9]1)[C:2]1[CH:7]=[CH:6][CH:5]=[CH:4][CH:3]=1.[H-].[Al+3].[Li+].[H-].[H-].[H-].O. Product: [NH2:14][CH2:12][CH:11]1[CH2:10][CH2:9][N:8]([CH2:1][C:2]2[CH:7]=[CH:6][CH:5]=[CH:4][CH:3]=2)[CH2:16][CH2:15]1. The catalyst class is: 7. (3) The catalyst class is: 4. Product: [F:27][C:2]([F:1])([F:28])[C:3]1[CH:8]=[CH:7][C:6]([N:9]2[CH2:10][CH2:11][N:12]([S:15]([C:18]3[CH:19]=[C:20]4[C:24](=[CH:25][CH:26]=3)[NH:23][CH:22]=[CH:21]4)(=[O:17])=[O:16])[CH2:13][CH2:14]2)=[CH:5][CH:4]=1. Reactant: [F:1][C:2]([F:28])([F:27])[C:3]1[CH:8]=[CH:7][C:6]([N:9]2[CH2:14][CH2:13][N:12]([S:15]([C:18]3[CH:19]=[C:20]4[C:24](=[CH:25][CH:26]=3)[NH:23][CH2:22][CH2:21]4)(=[O:17])=[O:16])[CH2:11][CH2:10]2)=[CH:5][CH:4]=1.C(C1C(=O)C(Cl)=C(Cl)C(=O)C=1C#N)#N. (4) Reactant: [S:1]1[CH:5]=[CH:4][CH:3]=[C:2]1[C:6](Cl)=[O:7].C(N(CC)CC)C.[CH3:16][O:17][CH2:18][CH2:19][NH2:20].O. Product: [CH3:16][O:17][CH2:18][CH2:19][NH:20][C:6]([C:2]1[S:1][CH:5]=[CH:4][CH:3]=1)=[O:7]. The catalyst class is: 4. (5) Reactant: [CH2:1]([C:3]1[C:4]([O:16]C)=[N:5][C:6]([CH3:15])=[C:7]([C:9]2[O:13][N:12]=[C:11]([CH3:14])[N:10]=2)[CH:8]=1)[CH3:2].[I-].[Na+].Cl[Si](C)(C)C. Product: [CH2:1]([C:3]1[C:4](=[O:16])[NH:5][C:6]([CH3:15])=[C:7]([C:9]2[O:13][N:12]=[C:11]([CH3:14])[N:10]=2)[CH:8]=1)[CH3:2]. The catalyst class is: 10. (6) Reactant: Br[C:2]1[N:10]([C:11]2[CH:16]=[CH:15][C:14]([Cl:17])=[CH:13][C:12]=2[Cl:18])[C:9]2[CH2:8][CH2:7][N:6]([N:19]3[CH2:24][CH2:23][CH2:22][CH2:21][CH2:20]3)[C:5](=[O:25])[C:4]=2[C:3]=1[CH3:26].[OH:27][C:28]1[CH:33]=[CH:32][C:31](B(O)O)=[CH:30][CH:29]=1.C([O-])([O-])=O.[Na+].[Na+]. Product: [Cl:18][C:12]1[CH:13]=[C:14]([Cl:17])[CH:15]=[CH:16][C:11]=1[N:10]1[C:9]2[CH2:8][CH2:7][N:6]([N:19]3[CH2:24][CH2:23][CH2:22][CH2:21][CH2:20]3)[C:5](=[O:25])[C:4]=2[C:3]([CH3:26])=[C:2]1[C:31]1[CH:32]=[CH:33][C:28]([OH:27])=[CH:29][CH:30]=1. The catalyst class is: 104. (7) Reactant: [Br:1][C:2]1[N:7]=[CH:6][C:5]([CH:8]=[O:9])=[CH:4][CH:3]=1.[BH4-].[Na+].[Cl-].[NH4+]. Product: [Br:1][C:2]1[CH:3]=[CH:4][C:5]([CH2:8][OH:9])=[CH:6][N:7]=1. The catalyst class is: 8.